Predict the product of the given reaction. From a dataset of Forward reaction prediction with 1.9M reactions from USPTO patents (1976-2016). (1) Given the reactants [CH3:1][O:2][C:3]1[C:23]2[CH2:22][NH+:10]3[CH2:11][CH2:12][C:13]4[C:18]([C:9]3=[C:8]([CH3:24])[C:7]=2[CH:6]=[CH:5][C:4]=1[O:25][CH3:26])=[CH:17][C:16]1[O:19][CH2:20][O:21][C:15]=1[CH:14]=4.[I-].[C:28]([Mg]Br)#[C:29][CH3:30].O1CCCC1, predict the reaction product. The product is: [CH3:1][O:2][C:3]1[C:23]2[CH:22]([C:28]#[C:29][CH3:30])[N:10]3[CH2:11][CH2:12][C:13]4[C:18]([C:9]3=[C:8]([CH3:24])[C:7]=2[CH:6]=[CH:5][C:4]=1[O:25][CH3:26])=[CH:17][C:16]1[O:19][CH2:20][O:21][C:15]=1[CH:14]=4. (2) Given the reactants Cl.Cl.[NH:3]1[C:11]2[C:6](=[CH:7][C:8]([C:12]3[C:20]4[C:15](=[N:16][CH:17]=[N:18][C:19]=4[NH2:21])[N:14]([CH3:22])[N:13]=3)=[CH:9][CH:10]=2)[CH2:5][CH2:4]1.[F:23][C:24]1[CH:25]=[C:26]([CH2:30][C:31](O)=[O:32])[CH:27]=[CH:28][CH:29]=1.CN(C(ON1N=NC2C=CC=NC1=2)=[N+](C)C)C.F[P-](F)(F)(F)(F)F.CCN(C(C)C)C(C)C, predict the reaction product. The product is: [F:23][C:24]1[CH:25]=[C:26]([CH2:30][C:31]([N:3]2[C:11]3[C:6](=[CH:7][C:8]([C:12]4[C:20]5[C:15](=[N:16][CH:17]=[N:18][C:19]=5[NH2:21])[N:14]([CH3:22])[N:13]=4)=[CH:9][CH:10]=3)[CH2:5][CH2:4]2)=[O:32])[CH:27]=[CH:28][CH:29]=1. (3) The product is: [CH2:1]([O:3][C:4](=[O:17])[C:5]([CH3:7])([O:8][C:9]1[CH:14]=[CH:13][CH:12]=[C:11]([CH2:15][NH:16][CH3:18])[CH:10]=1)[CH3:6])[CH3:2]. Given the reactants [CH2:1]([O:3][C:4](=[O:17])[C:5]([O:8][C:9]1[CH:14]=[CH:13][CH:12]=[C:11]([CH2:15][NH2:16])[CH:10]=1)([CH3:7])[CH3:6])[CH3:2].[C:18](OC(OC(C)(C)C)=O)(OC(C)(C)C)=O.C(=O)([O-])O.[Na+], predict the reaction product. (4) Given the reactants [Br:1][CH2:2][C:3]([C:5]1[C:6](=[O:16])[O:7][C:8]2[C:13]([CH:14]=1)=[CH:12][CH:11]=[C:10]([F:15])[CH:9]=2)=O.[NH2:17][C:18]1[S:19][CH:20]=[CH:21][N:22]=1.C(OCC)(=O)C, predict the reaction product. The product is: [BrH:1].[F:15][C:10]1[CH:9]=[C:8]2[C:13]([CH:14]=[C:5]([C:3]3[N:17]=[C:18]4[N:22]([CH:2]=3)[CH:21]=[CH:20][S:19]4)[C:6](=[O:16])[O:7]2)=[CH:12][CH:11]=1. (5) Given the reactants [CH2:1]([O:8][N:9]=[C:10]1[CH2:14][N:13]([C:15]([O:17]C(C)(C)C)=O)[C@H:12]([C:22]([OH:24])=O)[CH2:11]1)[C:2]1[CH:7]=[CH:6][CH:5]=[CH:4][CH:3]=1.[C:25]([C:27]1[CH:35]=[CH:34][C:30](C(Cl)=O)=[CH:29][CH:28]=1)#[N:26].[O:36]1[C:40]2[CH:41]=[CH:42][C:43]([CH2:45][NH2:46])=[CH:44][C:39]=2[O:38][CH2:37]1, predict the reaction product. The product is: [O:36]1[C:40]2[CH:41]=[CH:42][C:43]([CH2:45][NH:46][C:22]([C@@H:12]3[CH2:11][C:10](=[N:9][O:8][CH2:1][C:2]4[CH:3]=[CH:4][CH:5]=[CH:6][CH:7]=4)[CH2:14][N:13]3[C:15](=[O:17])[C:30]3[CH:29]=[CH:28][C:27]([C:25]#[N:26])=[CH:35][CH:34]=3)=[O:24])=[CH:44][C:39]=2[O:38][CH2:37]1.